Dataset: Full USPTO retrosynthesis dataset with 1.9M reactions from patents (1976-2016). Task: Predict the reactants needed to synthesize the given product. (1) Given the product [Br:1][C:2]1[CH:29]=[CH:28][C:5]([CH2:6][C:7]2[O:8][C:9]([CH3:27])=[C:10]([CH3:26])[C:11]=2[C:12]([C:14]2[CH:19]=[CH:18][C:17]([O:20][S:31]([C:34]3[CH:42]=[CH:41][C:37]([C:38]([OH:40])=[O:39])=[C:36]([OH:43])[CH:35]=3)(=[O:33])=[O:32])=[C:16]([CH:21]3[CH2:25][CH2:24][CH2:23][CH2:22]3)[CH:15]=2)=[O:13])=[CH:4][CH:3]=1, predict the reactants needed to synthesize it. The reactants are: [Br:1][C:2]1[CH:29]=[CH:28][C:5]([CH2:6][C:7]2[O:8][C:9]([CH3:27])=[C:10]([CH3:26])[C:11]=2[C:12]([C:14]2[CH:19]=[CH:18][C:17]([OH:20])=[C:16]([CH:21]3[CH2:25][CH2:24][CH2:23][CH2:22]3)[CH:15]=2)=[O:13])=[CH:4][CH:3]=1.Cl[S:31]([C:34]1[CH:42]=[CH:41][C:37]([C:38]([OH:40])=[O:39])=[C:36]([OH:43])[CH:35]=1)(=[O:33])=[O:32]. (2) Given the product [Cl:8][C:6]1[CH:5]=[C:4]([CH:9]2[CH2:10][N:11]([CH2:19][C@H:17]([OH:18])[C:16]([F:21])([F:20])[F:15])[CH2:12][CH2:13][O:14]2)[CH:3]=[C:2]([Cl:1])[CH:7]=1, predict the reactants needed to synthesize it. The reactants are: [Cl:1][C:2]1[CH:3]=[C:4]([CH:9]2[O:14][CH2:13][CH2:12][NH:11][CH2:10]2)[CH:5]=[C:6]([Cl:8])[CH:7]=1.[F:15][C:16]([F:21])([F:20])[C@@H:17]1[CH2:19][O:18]1. (3) Given the product [CH3:50][O:49][CH2:48][CH2:47][C:38]1([O:24][C:21]2[CH:22]=[CH:23][C:18]([O:17][C:16]3[CH:15]=[CH:14][C:13]([C:10]4[O:11][CH:12]=[C:8]([C:3]5[CH:4]=[CH:5][CH:6]=[CH:7][C:2]=5[F:1])[N:9]=4)=[CH:26][CH:25]=3)=[CH:19][CH:20]=2)[C:39](=[O:46])[NH:40][C:41](=[O:45])[NH:42][C:43]1=[O:44], predict the reactants needed to synthesize it. The reactants are: [F:1][C:2]1[CH:7]=[CH:6][CH:5]=[CH:4][C:3]=1[C:8]1[N:9]=[C:10]([C:13]2[CH:26]=[CH:25][C:16]([O:17][C:18]3[CH:23]=[CH:22][C:21]([OH:24])=[CH:20][CH:19]=3)=[CH:15][CH:14]=2)[O:11][CH:12]=1.C1CN2C(=NCCC2)NC1.Br[C:38]1([CH2:47][CH2:48][O:49][CH3:50])[C:43](=[O:44])[NH:42][C:41](=[O:45])[NH:40][C:39]1=[O:46]. (4) Given the product [F:9][CH:8]([F:10])[C:4]1[N:3]=[C:2]([C:19]2[CH2:24][CH2:23][CH:22]([CH2:25][C:26]([O:28][CH2:29][CH3:30])=[O:27])[CH2:21][CH:20]=2)[CH:7]=[CH:6][CH:5]=1, predict the reactants needed to synthesize it. The reactants are: Br[C:2]1[CH:7]=[CH:6][CH:5]=[C:4]([CH:8]([F:10])[F:9])[N:3]=1.CC1(C)C(C)(C)OB([C:19]2[CH2:24][CH2:23][CH:22]([CH2:25][C:26]([O:28][CH2:29][CH3:30])=[O:27])[CH2:21][CH:20]=2)O1.C([O-])([O-])=O.[K+].[K+].